Task: Predict the reactants needed to synthesize the given product.. Dataset: Full USPTO retrosynthesis dataset with 1.9M reactions from patents (1976-2016) (1) Given the product [CH2:52]([O:59][NH:60][C:15](=[O:17])[CH:14]([N:11]1[C:12](=[O:13])[CH:8]([CH2:7][O:6][C:5]2[CH:4]=[CH:3][C:2]([Br:1])=[CH:23][CH:22]=2)[NH:9][C:10]1=[O:21])[CH:18]([CH3:20])[CH3:19])[C:53]1[CH:58]=[CH:57][CH:56]=[CH:55][CH:54]=1, predict the reactants needed to synthesize it. The reactants are: [Br:1][C:2]1[CH:23]=[CH:22][C:5]([O:6][CH2:7][CH:8]2[C:12](=[O:13])[N:11]([CH:14]([CH:18]([CH3:20])[CH3:19])[C:15]([OH:17])=O)[C:10](=[O:21])[NH:9]2)=[CH:4][CH:3]=1.CN1CCOCC1.C1C=CC2N(O)N=NC=2C=1.CCN=C=NCCCN(C)C.[CH2:52]([O:59][NH2:60])[C:53]1[CH:58]=[CH:57][CH:56]=[CH:55][CH:54]=1.Cl. (2) Given the product [ClH:1].[CH:2]1([C@H:7]([NH2:8])[C:15]2[CH:20]=[CH:19][CH:18]=[CH:17][N:16]=2)[CH2:3][CH2:4][CH2:5][CH2:6]1.[CH3:21][CH:6]([CH3:5])[CH2:2][C@@H:7]([C:15]1[CH:20]=[CH:19][CH:18]=[CH:17][N:16]=1)[NH2:8], predict the reactants needed to synthesize it. The reactants are: [ClH:1].[CH:2]1([C@@H:7]([C:15]2[CH:20]=[CH:19][CH:18]=[CH:17][N:16]=2)[NH:8]S(C(C)(C)C)=O)[CH2:6][CH2:5][CH2:4][CH2:3]1.[CH3:21]O. (3) Given the product [C:1]([OH:4])(=[O:3])[CH3:2].[C:1]([OH:4])(=[O:3])[CH3:2].[C:1]([OH:4])(=[O:3])[CH3:2].[C:25]([NH:24][C@@H:6]1[C@@H:7]([OH:8])[C@H:12]([OH:13])[C@@H:17]([CH2:19][OH:20])[O:18][C:5]1([OH:4])[OH:30])(=[O:27])[CH3:26], predict the reactants needed to synthesize it. The reactants are: [C:1]([O:4][C@@H:5]1[O:18][C@H:17]([CH2:19][O:20]C(=O)C)[C@@H:12]([O:13]C(=O)C)[C@H:7]([O:8]C(=O)C)[C@H:6]1[NH:24][C:25](=[O:27])[CH3:26])(=[O:3])[CH3:2].CS(C)=[O:30]. (4) Given the product [Cl:1][C:2]1[CH:3]=[CH:4][C:5]([S:8]([C:15]2[CH:16]=[CH:17][C:18]([Cl:21])=[CH:19][CH:20]=2)([CH3:14])[CH2:9][C:10](=[O:13])[CH2:11][F:12])=[CH:6][CH:7]=1, predict the reactants needed to synthesize it. The reactants are: [Cl:1][C:2]1[CH:7]=[CH:6][C:5]([S:8]([C:15]2[CH:20]=[CH:19][C:18]([Cl:21])=[CH:17][CH:16]=2)([CH3:14])[CH2:9][CH:10]([OH:13])[CH2:11][F:12])=[CH:4][CH:3]=1.[Cr](O[Cr]([O-])(=O)=O)([O-])(=O)=O.[NH+]1C=CC=CC=1.[NH+]1C=CC=CC=1. (5) Given the product [CH2:15]([S:13][C:3]([NH:2][CH3:1])=[CH:4][C:5]([C:6]1[CH:11]=[CH:10][CH:9]=[CH:8][CH:7]=1)=[O:12])[CH3:16], predict the reactants needed to synthesize it. The reactants are: [CH3:1][NH:2][C:3](=[S:13])[CH2:4][C:5](=[O:12])[C:6]1[CH:11]=[CH:10][CH:9]=[CH:8][CH:7]=1.I[CH2:15][CH3:16].C(=O)([O-])[O-].[K+].[K+]. (6) Given the product [Cl:7][C:5]1[S:6][C:2]([C:10]#[N:11])=[CH:3][C:4]=1[CH2:8][OH:9], predict the reactants needed to synthesize it. The reactants are: Br[C:2]1[S:6][C:5]([Cl:7])=[C:4]([CH2:8][OH:9])[CH:3]=1.[CH3:10][N:11](C)C=O. (7) Given the product [CH3:1][O:2][C:3]1[C:12]([NH:13][C:14]([N:34]2[CH2:33][CH2:32][N:31]([C:25]3[CH:24]=[C:23]([O:22][CH3:21])[CH:28]=[C:27]([O:29][CH3:30])[CH:26]=3)[CH2:36][CH2:35]2)=[O:18])=[N:11][C:10]2[C:5](=[CH:6][C:7]([CH3:20])=[C:8]([CH3:19])[CH:9]=2)[N:4]=1, predict the reactants needed to synthesize it. The reactants are: [CH3:1][O:2][C:3]1[C:12]([NH:13][C:14](=[O:18])OCC)=[N:11][C:10]2[C:5](=[CH:6][C:7]([CH3:20])=[C:8]([CH3:19])[CH:9]=2)[N:4]=1.[CH3:21][O:22][C:23]1[CH:24]=[C:25]([N:31]2[CH2:36][CH2:35][NH:34][CH2:33][CH2:32]2)[CH:26]=[C:27]([O:29][CH3:30])[CH:28]=1. (8) Given the product [CH3:5][C:2]([C:6]1[NH:10][N:9]=[C:8]([C:11]2[CH:16]=[CH:15][CH:14]=[CH:13][CH:12]=2)[N:7]=1)([CH3:1])[CH2:3][NH:4][C:29](=[O:30])[C:28]1[CH:32]=[C:24]([C:21]2[N:20]=[C:19]([C:18]([F:34])([F:33])[F:17])[O:23][N:22]=2)[CH:25]=[N:26][CH:27]=1, predict the reactants needed to synthesize it. The reactants are: [CH3:1][C:2]([C:6]1[NH:10][N:9]=[C:8]([C:11]2[CH:16]=[CH:15][CH:14]=[CH:13][CH:12]=2)[N:7]=1)([CH3:5])[CH2:3][NH2:4].[F:17][C:18]([F:34])([F:33])[C:19]1[O:23][N:22]=[C:21]([C:24]2[CH:25]=[N:26][CH:27]=[C:28]([CH:32]=2)[C:29](O)=[O:30])[N:20]=1.